This data is from Forward reaction prediction with 1.9M reactions from USPTO patents (1976-2016). The task is: Predict the product of the given reaction. (1) Given the reactants [N+:1]([C:4]1[CH:9]=[CH:8][C:7]([CH2:10][CH2:11][N:12]2[CH2:17][CH2:16][NH:15][CH2:14][CH2:13]2)=[CH:6][CH:5]=1)([O-:3])=[O:2].[Br:18][C:19]1[CH:24]=[CH:23][C:22]([CH2:25][CH2:26]Br)=[CH:21][CH:20]=1.C(N(CC)CC)C, predict the reaction product. The product is: [Br:18][C:19]1[CH:24]=[CH:23][C:22]([CH2:25][CH2:26][N:15]2[CH2:14][CH2:13][N:12]([CH2:11][CH2:10][C:7]3[CH:8]=[CH:9][C:4]([N+:1]([O-:3])=[O:2])=[CH:5][CH:6]=3)[CH2:17][CH2:16]2)=[CH:21][CH:20]=1. (2) Given the reactants [CH:1]([C:4]1[CH:9]=[C:8]([C:10]2[C:11]([OH:19])=[C:12]([O:17][CH3:18])[CH:13]=[C:14]([CH3:16])[CH:15]=2)[C:7]([OH:20])=[CH:6][C:5]=1[CH3:21])([CH3:3])[CH3:2].C(N(CC)CC)C.Cl[P:30](Cl)[O:31][CH:32]1[CH:37]([CH:38]([CH3:40])[CH3:39])[CH2:36][CH2:35][CH:34]([CH3:41])[CH2:33]1, predict the reaction product. The product is: [CH:1]([C:4]1[C:5]([CH3:21])=[CH:6][C:7]2[O:20][P:30]([O:31][CH:32]3[CH2:33][CH:34]([CH3:41])[CH2:35][CH2:36][CH:37]3[CH:38]([CH3:40])[CH3:39])[O:19][C:11]3[C:12]([O:17][CH3:18])=[CH:13][C:14]([CH3:16])=[CH:15][C:10]=3[C:8]=2[CH:9]=1)([CH3:3])[CH3:2]. (3) Given the reactants [CH2:1]([N:8]1[C:16]2[C:11](=[CH:12][CH:13]=[CH:14][CH:15]=2)[C:10]([C:17](O)=[O:18])=[C:9]1[CH3:20])[C:2]1[CH:7]=[CH:6][CH:5]=[CH:4][CH:3]=1.N1(O)C2C=CC=CC=2N=N1.Cl.CN(C)CCCN=C=NCC.C(N(CC)CC)C.[NH2:50][CH2:51][C:52]1[C:53]([OH:60])=[N:54][C:55]([CH3:59])=[CH:56][C:57]=1[CH3:58], predict the reaction product. The product is: [CH2:1]([N:8]1[C:16]2[C:11](=[CH:12][CH:13]=[CH:14][CH:15]=2)[C:10]([C:17]([NH:50][CH2:51][C:52]2[C:53]([OH:60])=[N:54][C:55]([CH3:59])=[CH:56][C:57]=2[CH3:58])=[O:18])=[C:9]1[CH3:20])[C:2]1[CH:7]=[CH:6][CH:5]=[CH:4][CH:3]=1. (4) Given the reactants [Cl:1][C:2]1[C:3]([C:23]2[N:27]3[CH:28]=[CH:29][CH:30]=[CH:31][C:26]3=[N:25][CH:24]=2)=[N:4][C:5]([NH:8][C:9]2[CH:14]=[CH:13][C:12]([N:15]3[CH2:20][CH2:19][NH:18][CH2:17][CH2:16]3)=[CH:11][C:10]=2[O:21][CH3:22])=[N:6][CH:7]=1.Cl[CH2:33][C:34]([N:36]([CH2:38][CH2:39][OH:40])[CH3:37])=[O:35], predict the reaction product. The product is: [Cl:1][C:2]1[C:3]([C:23]2[N:27]3[CH:28]=[CH:29][CH:30]=[CH:31][C:26]3=[N:25][CH:24]=2)=[N:4][C:5]([NH:8][C:9]2[CH:14]=[CH:13][C:12]([N:15]3[CH2:16][CH2:17][N:18]([CH2:33][C:34]([N:36]([CH2:38][CH2:39][OH:40])[CH3:37])=[O:35])[CH2:19][CH2:20]3)=[CH:11][C:10]=2[O:21][CH3:22])=[N:6][CH:7]=1. (5) Given the reactants [NH2:1][C:2]1[C:3]2[C:10](Br)=[CH:9][N:8]([CH:12]3[CH2:17][CH2:16][N:15]([C:18]([O:20][C:21]([CH3:24])([CH3:23])[CH3:22])=[O:19])[CH2:14][CH2:13]3)[C:4]=2[N:5]=[CH:6][N:7]=1.[CH3:25][C:26]1[CH:27]=[C:28]([CH2:32][C:33]([N:35]2[C:43]3[C:38](=[CH:39][C:40](B4OC(C)(C)C(C)(C)O4)=[CH:41][CH:42]=3)[CH2:37][CH2:36]2)=[O:34])[CH:29]=[CH:30][CH:31]=1.C([O-])(O)=O.[Na+], predict the reaction product. The product is: [NH2:1][C:2]1[C:3]2[C:10]([C:40]3[CH:39]=[C:38]4[C:43](=[CH:42][CH:41]=3)[N:35]([C:33](=[O:34])[CH2:32][C:28]3[CH:29]=[CH:30][CH:31]=[C:26]([CH3:25])[CH:27]=3)[CH2:36][CH2:37]4)=[CH:9][N:8]([CH:12]3[CH2:17][CH2:16][N:15]([C:18]([O:20][C:21]([CH3:24])([CH3:23])[CH3:22])=[O:19])[CH2:14][CH2:13]3)[C:4]=2[N:5]=[CH:6][N:7]=1. (6) The product is: [ClH:17].[ClH:16].[ClH:17].[Cl:17][C:18]1[CH:19]=[CH:20][C:21]([O:35][CH2:36][CH:37]([CH3:39])[CH3:38])=[C:22]([CH2:24][N:25]2[C:29]([CH3:30])=[CH:28][C:27]([C:31]3[NH:14][C:11]4[CH:12]=[CH:13][C:8]([N:5]5[CH2:4][CH2:3][N:2]([CH3:1])[CH2:7][CH2:6]5)=[CH:9][C:10]=4[N:15]=3)=[N:26]2)[CH:23]=1. Given the reactants [CH3:1][N:2]1[CH2:7][CH2:6][N:5]([C:8]2[CH:9]=[C:10]([NH2:15])[C:11]([NH2:14])=[CH:12][CH:13]=2)[CH2:4][CH2:3]1.[ClH:16].[Cl:17][C:18]1[CH:19]=[CH:20][C:21]([O:35][CH2:36][CH:37]([CH3:39])[CH3:38])=[C:22]([CH2:24][N:25]2[C:29]([CH3:30])=[CH:28][C:27]([C:31](=N)OC)=[N:26]2)[CH:23]=1, predict the reaction product. (7) Given the reactants [NH2:1][C:2]1[C:7]([C:8](=[O:10])[NH2:9])=[CH:6][CH:5]=[CH:4][C:3]=1[NH:11][C:12]([CH:14]1[C:23]2[C:18](=[CH:19][CH:20]=[CH:21][CH:22]=2)[CH2:17][CH2:16][N:15]1[C:24]([O:26][CH2:27][C:28]1[CH:33]=[CH:32][CH:31]=[CH:30][CH:29]=1)=[O:25])=O, predict the reaction product. The product is: [C:8]([C:7]1[C:2]2[N:1]=[C:12]([CH:14]3[C:23]4[C:18](=[CH:19][CH:20]=[CH:21][CH:22]=4)[CH2:17][CH2:16][N:15]3[C:24]([O:26][CH2:27][C:28]3[CH:33]=[CH:32][CH:31]=[CH:30][CH:29]=3)=[O:25])[NH:11][C:3]=2[CH:4]=[CH:5][CH:6]=1)(=[O:10])[NH2:9].